This data is from Forward reaction prediction with 1.9M reactions from USPTO patents (1976-2016). The task is: Predict the product of the given reaction. (1) Given the reactants P(Cl)(Cl)(Cl)=O.[NH:6]1[CH:10]=[N:9][CH:8]=[N:7]1.C(N(CC)CC)C.[F:18][C:19]1[C:20](=O)[NH:21][C:22](=[O:29])[N:23]([CH2:25][CH:26]([CH3:28])[CH3:27])[CH:24]=1.O, predict the reaction product. The product is: [F:18][C:19]1[C:20]([N:6]2[CH:10]=[N:9][CH:8]=[N:7]2)=[N:21][C:22](=[O:29])[N:23]([CH2:25][CH:26]([CH3:27])[CH3:28])[CH:24]=1. (2) Given the reactants C([NH:8][C@@H:9]([C:15]([OH:17])=O)[CH2:10][C:11]([CH3:14])([CH3:13])[CH3:12])(OC(C)(C)C)=O.[NH2:18][C@@H:19]([CH2:36][CH3:37])[C:20]([NH:22][CH2:23][C:24]1[CH:29]=[C:28]([Cl:30])[CH:27]=[CH:26][C:25]=1[N:31]1[CH:35]=[N:34][N:33]=[N:32]1)=[O:21].C1C=NC2N(O)N=NC=2C=1.C(Cl)CCl.CCN(CC)CC, predict the reaction product. The product is: [Cl:30][C:28]1[CH:27]=[CH:26][C:25]([N:31]2[CH:35]=[N:34][N:33]=[N:32]2)=[C:24]([CH:29]=1)[CH2:23][NH:22][C:20]([C@@H:19]([NH:18][C:15](=[O:17])[C@@H:9]([CH2:10][C:11]([CH3:12])([CH3:13])[CH3:14])[NH2:8])[CH2:36][CH3:37])=[O:21]. (3) The product is: [C:19]([C:16]1[CH:15]=[CH:14][C:13]([C:12]([NH:11][C:9](=[O:10])[NH:8][C:5]2[CH:4]=[CH:3][C:2]([NH:1][C:36](=[O:37])[CH2:35][CH2:34][CH2:33][CH2:32][Br:31])=[CH:7][CH:6]=2)=[O:23])=[CH:18][CH:17]=1)([CH3:20])([CH3:22])[CH3:21]. Given the reactants [NH2:1][C:2]1[CH:7]=[CH:6][C:5]([NH:8][C:9]([NH:11][C:12](=[O:23])[C:13]2[CH:18]=[CH:17][C:16]([C:19]([CH3:22])([CH3:21])[CH3:20])=[CH:15][CH:14]=2)=[O:10])=[CH:4][CH:3]=1.CCN(CC)CC.[Br:31][CH2:32][CH2:33][CH2:34][CH2:35][C:36](Cl)=[O:37], predict the reaction product. (4) Given the reactants Cl[C:2]1[CH:3]=[CH:4][C:5]2[N:6]([C:8]([C:11]([F:14])([F:13])[F:12])=[N:9][N:10]=2)[N:7]=1.[NH:15]1[CH2:20][CH2:19][CH:18]([C:21]2[C:29]3[C:24](=[N:25][CH:26]=[CH:27][CH:28]=3)[NH:23][CH:22]=2)[CH2:17][CH2:16]1.CCN(C(C)C)C(C)C, predict the reaction product. The product is: [NH:23]1[C:24]2=[N:25][CH:26]=[CH:27][CH:28]=[C:29]2[C:21]([CH:18]2[CH2:19][CH2:20][N:15]([C:2]3[CH:3]=[CH:4][C:5]4[N:6]([C:8]([C:11]([F:14])([F:13])[F:12])=[N:9][N:10]=4)[N:7]=3)[CH2:16][CH2:17]2)=[CH:22]1. (5) Given the reactants [Cl:1][C:2]1[CH:36]=[CH:35][C:5](/[CH:6]=[N:7]/[NH:8][C:9]([C:11]2[CH:16]=[C:15]([N:17]3[CH2:22][CH2:21][CH2:20][CH2:19][CH2:18]3)[CH:14]=[CH:13][C:12]=2[NH:23][C:24]([C:26]2[CH:27]=[C:28]([CH:32]=[CH:33][CH:34]=2)[C:29](O)=[O:30])=[O:25])=[O:10])=[CH:4][C:3]=1[C:37]([F:40])([F:39])[F:38].[NH2:41][CH2:42][CH2:43][O:44][CH2:45][CH2:46][OH:47], predict the reaction product. The product is: [Cl:1][C:2]1[CH:36]=[CH:35][C:5](/[CH:6]=[N:7]/[NH:8][C:9]([C:11]2[CH:16]=[C:15]([N:17]3[CH2:18][CH2:19][CH2:20][CH2:21][CH2:22]3)[CH:14]=[CH:13][C:12]=2[NH:23][C:24](=[O:25])[C:26]2[CH:34]=[CH:33][CH:32]=[C:28]([C:29]([NH:41][CH2:42][CH2:43][O:44][CH2:45][CH2:46][OH:47])=[O:30])[CH:27]=2)=[O:10])=[CH:4][C:3]=1[C:37]([F:38])([F:39])[F:40]. (6) The product is: [Br:33][C:27]1[CH:28]=[CH:29][C:30]([F:32])=[CH:31][C:26]=1[O:25][CH:22]1[CH2:23][CH2:24][N:19]([C:14]2[N:15]=[CH:16][C:17]3[N:18]=[C:10]([N:8]([CH2:7][C:6]([OH:34])=[O:5])[CH3:9])[S:11][C:12]=3[N:13]=2)[CH2:20][CH2:21]1. Given the reactants COCC[O:5][C:6](=[O:34])[CH2:7][N:8]([C:10]1[S:11][C:12]2[N:13]=[C:14]([N:19]3[CH2:24][CH2:23][CH:22]([O:25][C:26]4[CH:31]=[C:30]([F:32])[CH:29]=[CH:28][C:27]=4[Br:33])[CH2:21][CH2:20]3)[N:15]=[CH:16][C:17]=2[N:18]=1)[CH3:9].[OH-].[Na+], predict the reaction product.